This data is from Reaction yield outcomes from USPTO patents with 853,638 reactions. The task is: Predict the reaction yield, written as a fraction of the theoretical maximum amount of product (1.0 means a 100% yield; for example, 0.34 means a 34% yield). (1) The reactants are [Cl:1][C:2]1[C:3]([F:40])=[C:4]([C@@H:8]2[C@:12]([C:15]3[CH:20]=[CH:19][C:18]([Cl:21])=[CH:17][C:16]=3[F:22])([C:13]#[N:14])[C@H:11]([CH2:23][C:24]([CH3:27])([CH3:26])[CH3:25])[NH:10][C@H:9]2[C:28]([NH:30][C:31]2[CH:39]=[CH:38][C:34]([C:35](O)=[O:36])=[CH:33][CH:32]=2)=[O:29])[CH:5]=[CH:6][CH:7]=1.NO.Cl.CCN=C=NCCCN(C)C.C1C=CC2[N:63]([OH:64])N=NC=2C=1.CCN(CC)CC. The catalyst is CN(C)C=O. The product is [OH:64][NH:63][C:35]([C:34]1[CH:38]=[CH:39][C:31]([NH:30][C:28]([CH:9]2[CH:8]([C:4]3[CH:5]=[CH:6][CH:7]=[C:2]([Cl:1])[C:3]=3[F:40])[C:12]([C:15]3[CH:20]=[CH:19][C:18]([Cl:21])=[CH:17][C:16]=3[F:22])([C:13]#[N:14])[CH:11]([CH2:23][C:24]([CH3:25])([CH3:27])[CH3:26])[NH:10]2)=[O:29])=[CH:32][CH:33]=1)=[O:36]. The yield is 0.470. (2) The reactants are [CH:1]1([NH2:7])[CH2:6][CH2:5][CH2:4][CH2:3][CH2:2]1.[C:8]([O:12][C:13](=[O:28])[CH2:14][C@@H:15]([CH2:19][CH2:20][CH2:21][C:22]1[CH:27]=[CH:26][CH:25]=[CH:24][CH:23]=1)[C:16]([OH:18])=[O:17])([CH3:11])([CH3:10])[CH3:9].C(OCC)(=O)C.C(O)(=O)CC(CC(O)=O)(C(O)=O)O.C1(N)CCCCC1. The catalyst is CO. The product is [CH:1]1([NH2:7])[CH2:6][CH2:5][CH2:4][CH2:3][CH2:2]1.[C:8]([O:12][C:13](=[O:28])[CH2:14][C@@H:15]([CH2:19][CH2:20][CH2:21][CH:22]1[CH2:23][CH2:24][CH2:25][CH2:26][CH2:27]1)[C:16]([OH:18])=[O:17])([CH3:11])([CH3:9])[CH3:10]. The yield is 0.710. (3) The reactants are [CH:1]1([C:7]2[C:8]3[CH:9]=[CH:10][C:11]([C:32]([O:34]C)=[O:33])=[CH:12][C:13]=3[N:14]3[C:21]=2[C:20]2[CH:22]=[CH:23][CH:24]=[CH:25][C:19]=2[N:18]([CH2:26][CH2:27][N:28]([CH3:30])[CH3:29])[C:17](=O)[CH2:16][CH2:15]3)[CH2:6][CH2:5][CH2:4][CH2:3][CH2:2]1.S(C)C.CO.[OH-].[Na+]. The catalyst is C1COCC1. The product is [CH:1]1([C:7]2[C:8]3[CH:9]=[CH:10][C:11]([C:32]([OH:34])=[O:33])=[CH:12][C:13]=3[N:14]3[C:21]=2[C:20]2[CH:22]=[CH:23][CH:24]=[CH:25][C:19]=2[N:18]([CH2:26][CH2:27][N:28]([CH3:30])[CH3:29])[CH2:17][CH2:16][CH2:15]3)[CH2:2][CH2:3][CH2:4][CH2:5][CH2:6]1. The yield is 0.240. (4) The reactants are [C:1]1([S:7]([CH3:9])=O)[CH:6]=[CH:5][CH:4]=[CH:3][CH:2]=1.FC(F)(F)C(OC(=O)C(F)(F)F)=O.[NH:23]1[C:31]2[C:26](=[CH:27][CH:28]=[CH:29][CH:30]=2)C=[CH:24]1.C(N(CC)CC)C. The catalyst is C(Cl)Cl.O. The product is [C:1]1([S:7][C:9]2[C:26]3[C:31](=[CH:30][CH:29]=[CH:28][CH:27]=3)[NH:23][CH:24]=2)[CH:6]=[CH:5][CH:4]=[CH:3][CH:2]=1. The yield is 0.880. (5) The reactants are [O:1]=[C:2]1[C:7]([CH2:8][C:9]2[CH:14]=[CH:13][C:12]([C:15]3[CH:20]=[CH:19][CH:18]=[CH:17][C:16]=3[C:21]3[NH:25][C:24](=[O:26])[O:23][N:22]=3)=[CH:11][CH:10]=2)=[C:6]([CH2:27][CH2:28][CH3:29])[N:5]2[N:30]=[CH:31][N:32]=[C:4]2[N:3]1[C@H:33]1[CH2:38][CH2:37][C@H:36]([C:39]([NH2:41])=O)[CH2:35][CH2:34]1.N1C=CC=CC=1.FC(F)(F)C(OC(=O)C(F)(F)F)=O. The catalyst is O1CCCC1.C(OCC)(=O)C. The product is [O:1]=[C:2]1[C:7]([CH2:8][C:9]2[CH:14]=[CH:13][C:12]([C:15]3[CH:20]=[CH:19][CH:18]=[CH:17][C:16]=3[C:21]3[NH:25][C:24](=[O:26])[O:23][N:22]=3)=[CH:11][CH:10]=2)=[C:6]([CH2:27][CH2:28][CH3:29])[N:5]2[N:30]=[CH:31][N:32]=[C:4]2[N:3]1[C@H:33]1[CH2:34][CH2:35][C@H:36]([C:39]#[N:41])[CH2:37][CH2:38]1. The yield is 0.600. (6) The reactants are [CH2:1]([O:3][C:4](=[O:26])[C@@H:5]([CH2:12][C:13]1[CH:18]=[CH:17][C:16]([NH2:19])=[C:15]([CH3:20])[C:14]=1[CH2:21][O:22][C:23](=[O:25])[CH3:24])[CH2:6][C:7]([O:9][CH2:10][CH3:11])=[O:8])[CH3:2].C([O-])(=O)C.[Na+].[Br:32]Br.S([O-])([O-])(=O)=S.[Na+].[Na+]. The catalyst is C(O)(=O)C. The product is [CH2:1]([O:3][C:4](=[O:26])[C@@H:5]([CH2:12][C:13]1[CH:18]=[C:17]([Br:32])[C:16]([NH2:19])=[C:15]([CH3:20])[C:14]=1[CH2:21][O:22][C:23](=[O:25])[CH3:24])[CH2:6][C:7]([O:9][CH2:10][CH3:11])=[O:8])[CH3:2]. The yield is 0.770. (7) The reactants are Cl.[NH2:2][C@@H:3]([C:5]1[CH:13]=[CH:12][C:8]([C:9]([OH:11])=[O:10])=[CH:7][CH:6]=1)[CH3:4].S(=O)(=O)(O)O.[CH3:19]O. No catalyst specified. The product is [NH2:2][C@@H:3]([C:5]1[CH:13]=[CH:12][C:8]([C:9]([O:11][CH3:19])=[O:10])=[CH:7][CH:6]=1)[CH3:4]. The yield is 0.700.